This data is from Forward reaction prediction with 1.9M reactions from USPTO patents (1976-2016). The task is: Predict the product of the given reaction. (1) Given the reactants [CH2:1]([NH:9][C:10]1[C:11]2[CH:18]=[C:17]([C:19](OCC)=[O:20])[S:16][C:12]=2[N:13]=[CH:14][N:15]=1)[CH2:2][C:3]1[CH:8]=[CH:7][CH:6]=[CH:5][CH:4]=1.[H-].[Al+3].[Li+].[H-].[H-].[H-].O.[OH-].[Na+], predict the reaction product. The product is: [CH2:1]([NH:9][C:10]1[C:11]2[CH:18]=[C:17]([CH2:19][OH:20])[S:16][C:12]=2[N:13]=[CH:14][N:15]=1)[CH2:2][C:3]1[CH:4]=[CH:5][CH:6]=[CH:7][CH:8]=1. (2) Given the reactants [CH3:1][S:2]([NH:5][C:6]1[CH:14]=[CH:13][CH:12]=[C:11]2[C:7]=1[CH:8]=[CH:9][N:10]2[CH2:15][C:16]([OH:18])=[O:17])(=[O:4])=[O:3].[OH-].[Na+].[C:21](O[C:21]([O:23][C:24]([CH3:27])([CH3:26])[CH3:25])=[O:22])([O:23][C:24]([CH3:27])([CH3:26])[CH3:25])=[O:22], predict the reaction product. The product is: [C:24]([O:23][C:21]([N:5]([C:6]1[CH:14]=[CH:13][CH:12]=[C:11]2[C:7]=1[CH:8]=[CH:9][N:10]2[CH2:15][C:16]([OH:18])=[O:17])[S:2]([CH3:1])(=[O:3])=[O:4])=[O:22])([CH3:27])([CH3:26])[CH3:25].